This data is from Catalyst prediction with 721,799 reactions and 888 catalyst types from USPTO. The task is: Predict which catalyst facilitates the given reaction. Reactant: [S:1]([O-:5])([O-:4])(=[O:3])=[O:2].[NH4+:6].[NH4+].[CH2:8]([CH2:18][NH:19][C:20]([CH2:25][OH:26])([CH2:23][OH:24])[CH2:21][OH:22])[CH2:9][NH:10][C:11]([CH2:16][OH:17])([CH2:14][OH:15])[CH2:12][OH:13]. Product: [S:1]([O-:5])([O-:4])(=[O:3])=[O:2].[NH4+:10].[NH4+:6].[CH2:8]([CH2:9][NH:10][C:11]([CH2:14][OH:15])([CH2:16][OH:17])[CH2:12][OH:13])[CH2:18][NH:19][C:20]([CH2:21][OH:22])([CH2:23][OH:24])[CH2:25][OH:26]. The catalyst class is: 6.